Dataset: Reaction yield outcomes from USPTO patents with 853,638 reactions. Task: Predict the reaction yield, written as a fraction of the theoretical maximum amount of product (1.0 means a 100% yield; for example, 0.34 means a 34% yield). The reactants are [CH:1]([C:3]1[CH:8]=[CH:7][C:6]([N:9]([CH2:16][CH2:17][C:18]([O:20][CH3:21])=[O:19])[CH2:10][CH2:11][C:12]([O:14][CH3:15])=[O:13])=[CH:5][C:4]=1[OH:22])=O.[C:23](O)(=[O:28])[CH2:24][C:25]([OH:27])=[O:26].NC1C=CC=CC=1. The catalyst is N1C=CC=CC=1. The product is [CH3:15][O:14][C:12](=[O:13])[CH2:11][CH2:10][N:9]([CH2:16][CH2:17][C:18](=[O:19])[O:20][CH3:21])[C:6]1[CH:5]=[C:4]2[C:3]([CH:1]=[C:24]([C:25]([OH:27])=[O:26])[C:23](=[O:28])[O:22]2)=[CH:8][CH:7]=1. The yield is 0.380.